Dataset: Peptide-MHC class I binding affinity with 185,985 pairs from IEDB/IMGT. Task: Regression. Given a peptide amino acid sequence and an MHC pseudo amino acid sequence, predict their binding affinity value. This is MHC class I binding data. (1) The peptide sequence is GYMFESKSM. The MHC is HLA-B08:01 with pseudo-sequence HLA-B08:01. The binding affinity (normalized) is 0.0847. (2) The peptide sequence is SVQLSNNKY. The MHC is HLA-A03:01 with pseudo-sequence HLA-A03:01. The binding affinity (normalized) is 0.270. (3) The peptide sequence is SSYRMGINK. The MHC is HLA-A25:01 with pseudo-sequence HLA-A25:01. The binding affinity (normalized) is 0.0847. (4) The peptide sequence is KELYPLTSL. The MHC is HLA-B44:03 with pseudo-sequence HLA-B44:03. The binding affinity (normalized) is 0.480. (5) The peptide sequence is EIAQHGAWY. The MHC is HLA-A23:01 with pseudo-sequence HLA-A23:01. The binding affinity (normalized) is 0.0847. (6) The peptide sequence is GQGGSPTAM. The MHC is HLA-A11:01 with pseudo-sequence HLA-A11:01. The binding affinity (normalized) is 0. (7) The peptide sequence is GRTVIHLEW. The MHC is Mamu-B17 with pseudo-sequence Mamu-B17. The binding affinity (normalized) is 0.661. (8) The peptide sequence is DSKGISHFY. The MHC is HLA-A68:01 with pseudo-sequence HLA-A68:01. The binding affinity (normalized) is 0.347.